From a dataset of NCI-60 drug combinations with 297,098 pairs across 59 cell lines. Regression. Given two drug SMILES strings and cell line genomic features, predict the synergy score measuring deviation from expected non-interaction effect. Drug 1: CC1C(C(=O)NC(C(=O)N2CCCC2C(=O)N(CC(=O)N(C(C(=O)O1)C(C)C)C)C)C(C)C)NC(=O)C3=C4C(=C(C=C3)C)OC5=C(C(=O)C(=C(C5=N4)C(=O)NC6C(OC(=O)C(N(C(=O)CN(C(=O)C7CCCN7C(=O)C(NC6=O)C(C)C)C)C)C(C)C)C)N)C. Drug 2: CC(C)(C#N)C1=CC(=CC(=C1)CN2C=NC=N2)C(C)(C)C#N. Cell line: ACHN. Synergy scores: CSS=7.77, Synergy_ZIP=2.01, Synergy_Bliss=2.89, Synergy_Loewe=-19.1, Synergy_HSA=-1.99.